From a dataset of Forward reaction prediction with 1.9M reactions from USPTO patents (1976-2016). Predict the product of the given reaction. (1) The product is: [C:23]1([C:29]([C:40]2[CH:45]=[CH:44][CH:43]=[CH:42][CH:41]=2)=[CH:30][C:31]2[CH:36]=[C:35]([C:2]3[C:3]4[C:8]([C:9]([C:16]5[CH:21]=[CH:20][C:19]([C:48]6[CH:49]=[CH:50][CH:51]=[C:46]([CH:52]=[C:2]([C:3]7[CH:8]=[CH:7][CH:6]=[CH:5][CH:4]=7)[C:15]7[CH:10]=[CH:11][CH:12]=[CH:13][CH:14]=7)[CH:47]=6)=[CH:18][CH:17]=5)=[C:10]5[C:15]=3[CH:14]=[CH:13][CH:12]=[CH:11]5)=[CH:7][CH:6]=[CH:5][CH:4]=4)[CH:34]=[CH:33][CH:32]=2)[CH:28]=[CH:27][CH:26]=[CH:25][CH:24]=1. Given the reactants Br[C:2]1[C:3]2[C:8]([C:9]([C:16]3[CH:21]=[CH:20][C:19](Br)=[CH:18][CH:17]=3)=[C:10]3[C:15]=1[CH:14]=[CH:13][CH:12]=[CH:11]3)=[CH:7][CH:6]=[CH:5][CH:4]=2.[C:23]1([C:29]([C:40]2[CH:45]=[CH:44][CH:43]=[CH:42][CH:41]=2)=[CH:30][C:31]2[CH:36]=[CH:35][C:34](B(O)O)=[CH:33][CH:32]=2)[CH:28]=[CH:27][CH:26]=[CH:25][CH:24]=1.[C:46]1([CH3:52])[CH:51]=[CH:50][CH:49]=[CH:48][CH:47]=1.C(=O)([O-])[O-].[Na+].[Na+], predict the reaction product. (2) Given the reactants [Cl:1][CH2:2][CH2:3][S:4][C:5]1[CH:13]=[CH:12][C:8]([C:9](Cl)=[O:10])=[CH:7][C:6]=1[N+:14]([O-:16])=[O:15].[CH2:17]([NH2:21])[CH:18]([CH3:20])[CH3:19], predict the reaction product. The product is: [Cl:1][CH2:2][CH2:3][S:4][C:5]1[CH:13]=[CH:12][C:8]([C:9]([NH:21][CH2:17][CH:18]([CH3:20])[CH3:19])=[O:10])=[CH:7][C:6]=1[N+:14]([O-:16])=[O:15]. (3) Given the reactants C([O-])(=O)C.[K+].Br[C:7]1[CH:8]=[C:9]2[C:13](=[CH:14][CH:15]=1)[NH:12][N:11]=[CH:10]2.[B:16]1([B:16]2[O:20][C:19]([CH3:22])([CH3:21])[C:18]([CH3:24])([CH3:23])[O:17]2)[O:20][C:19]([CH3:22])([CH3:21])[C:18]([CH3:24])([CH3:23])[O:17]1, predict the reaction product. The product is: [CH3:23][C:18]1([CH3:24])[C:19]([CH3:22])([CH3:21])[O:20][B:16]([C:7]2[CH:8]=[C:9]3[C:13](=[CH:14][CH:15]=2)[NH:12][N:11]=[CH:10]3)[O:17]1. (4) Given the reactants [Cl:1][C:2]1[N:3]=[C:4](Cl)[C:5]2[O:10][CH:9]=[CH:8][C:6]=2[N:7]=1.CN(C=O)C.[F:17][C:18]([F:22])([F:21])[CH2:19][NH2:20], predict the reaction product. The product is: [Cl:1][C:2]1[N:3]=[C:4]([NH:20][CH2:19][C:18]([F:22])([F:21])[F:17])[C:5]2[O:10][CH:9]=[CH:8][C:6]=2[N:7]=1. (5) The product is: [F:1][C:2]1[C:7]([F:8])=[CH:6][CH:5]=[CH:4][C:3]=1[C:9]1[N:17]=[C:12]2[CH:13]=[N:14][N:15]([CH2:19][C:20]3[O:24][N:23]=[C:22]([C:25]4[N:26]=[C:27]([CH3:30])[S:28][CH:29]=4)[CH:21]=3)[CH:16]=[C:11]2[N:10]=1. Given the reactants [F:1][C:2]1[C:7]([F:8])=[CH:6][CH:5]=[CH:4][C:3]=1[C:9]1[N:17]=[C:12]2[CH:13]=[N:14][NH:15][CH:16]=[C:11]2[N:10]=1.Cl[CH2:19][C:20]1[O:24][N:23]=[C:22]([C:25]2[N:26]=[C:27]([CH3:30])[S:28][CH:29]=2)[CH:21]=1, predict the reaction product. (6) Given the reactants [NH:1]1[CH2:4][CH:3]([O:5][C:6]2[CH:11]=[CH:10][C:9]([CH2:12][N:13]([CH3:15])[CH3:14])=[CH:8][CH:7]=2)[CH2:2]1.[F:16][CH:17]([F:35])[O:18][C:19]1[CH:24]=[CH:23][C:22]([C:25]2[O:29][C:28]([C:30](OCC)=[O:31])=[N:27][N:26]=2)=[CH:21][CH:20]=1, predict the reaction product. The product is: [F:35][CH:17]([F:16])[O:18][C:19]1[CH:20]=[CH:21][C:22]([C:25]2[O:29][C:28]([C:30]([N:1]3[CH2:2][CH:3]([O:5][C:6]4[CH:7]=[CH:8][C:9]([CH2:12][N:13]([CH3:15])[CH3:14])=[CH:10][CH:11]=4)[CH2:4]3)=[O:31])=[N:27][N:26]=2)=[CH:23][CH:24]=1.